From a dataset of Full USPTO retrosynthesis dataset with 1.9M reactions from patents (1976-2016). Predict the reactants needed to synthesize the given product. (1) Given the product [CH2:1]([O:5][CH:6]([CH2:24][C:25]1[CH:30]=[CH:29][C:28]([CH3:31])=[CH:27][CH:26]=1)[C:7]([NH:9][CH2:10][CH2:11][C:12]1[CH:17]=[CH:16][C:15]([O:18][CH2:19][C:20]#[CH:21])=[C:14]([O:22][CH3:23])[CH:13]=1)=[O:8])[CH:2]=[CH2:3], predict the reactants needed to synthesize it. The reactants are: [CH2:1](Br)[CH:2]=[CH2:3].[OH:5][CH:6]([CH2:24][C:25]1[CH:30]=[CH:29][C:28]([CH3:31])=[CH:27][CH:26]=1)[C:7]([NH:9][CH2:10][CH2:11][C:12]1[CH:17]=[CH:16][C:15]([O:18][CH2:19][C:20]#[CH:21])=[C:14]([O:22][CH3:23])[CH:13]=1)=[O:8].[OH-].[Na+]. (2) Given the product [CH3:44][O:43][C:40]1[CH:39]=[CH:38][C:37]([C:36]([O:15][CH2:14][C@H:11]2[O:10][C@@H:9]([N:16]3[CH:23]=[CH:22][C:20](=[O:21])[NH:19][C:17]3=[O:18])[C@H:8]([O:7][CH2:6][O:5][CH2:4][CH2:3][C:1]#[N:2])[C@@H:12]2[OH:13])([C:45]2[CH:46]=[CH:47][CH:48]=[CH:49][CH:50]=2)[C:35]2[CH:52]=[CH:53][C:32]([O:31][CH3:30])=[CH:33][CH:34]=2)=[CH:42][CH:41]=1, predict the reactants needed to synthesize it. The reactants are: [C:1]([CH2:3][CH2:4][O:5][CH2:6][O:7][C@@H:8]1[C@H:12]([OH:13])[C@@H:11]([CH2:14][OH:15])[O:10][C@H:9]1[N:16]1[CH:23]=[CH:22][C:20](=[O:21])[NH:19][C:17]1=[O:18])#[N:2].N1C=CC=CC=1.[CH3:30][O:31][C:32]1[CH:53]=[CH:52][C:35]([C:36](Cl)([C:45]2[CH:50]=[CH:49][CH:48]=[CH:47][CH:46]=2)[C:37]2[CH:42]=[CH:41][C:40]([O:43][CH3:44])=[CH:39][CH:38]=2)=[CH:34][CH:33]=1. (3) The reactants are: [CH3:1][N:2]1[CH:6]=[C:5]([CH2:7][NH:8][C:9]([C:11]2[N:15]([C:16]3[CH:21]=[CH:20][C:19]([F:22])=[CH:18][CH:17]=3)[C:14]([S:23][CH2:24][C:25]3[C:30]([F:31])=[CH:29][CH:28]=[C:27]([F:32])[C:26]=3[F:33])=[N:13][CH:12]=2)=[O:10])[C:4]([CH3:34])=[N:3]1.[H-].[Na+].I[CH2:38][CH3:39].O. Given the product [CH3:1][N:2]1[CH:6]=[C:5]([CH2:7][N:8]([CH2:38][CH3:39])[C:9]([C:11]2[N:15]([C:16]3[CH:21]=[CH:20][C:19]([F:22])=[CH:18][CH:17]=3)[C:14]([S:23][CH2:24][C:25]3[C:30]([F:31])=[CH:29][CH:28]=[C:27]([F:32])[C:26]=3[F:33])=[N:13][CH:12]=2)=[O:10])[C:4]([CH3:34])=[N:3]1, predict the reactants needed to synthesize it. (4) Given the product [CH:1]([O:4][C:5](=[O:14])[C:6]1[CH:11]=[CH:10][C:9]([Br:12])=[CH:8][C:7]=1[CH2:13][Br:15])([CH3:3])[CH3:2], predict the reactants needed to synthesize it. The reactants are: [CH:1]([O:4][C:5](=[O:14])[C:6]1[CH:11]=[CH:10][C:9]([Br:12])=[CH:8][C:7]=1[CH3:13])([CH3:3])[CH3:2].[Br:15]N1C(=O)CCC1=O.N(C(C)(C)C#N)=NC(C)(C)C#N. (5) Given the product [CH3:25][O:24][C:14]1[CH:13]=[C:12](/[CH:11]=[C:7]2/[C:6](=[O:26])[N:5]([CH2:4][C:3](=[O:2])[C:27]3[CH:32]=[CH:31][N:30]=[CH:29][CH:28]=3)[CH2:10][CH2:9][CH2:8]/2)[CH:17]=[CH:16][C:15]=1[N:18]1[CH:22]=[C:21]([CH3:23])[N:20]=[CH:19]1, predict the reactants needed to synthesize it. The reactants are: C[O:2][C:3](OC)([C:27]1[CH:32]=[CH:31][N:30]=[CH:29][CH:28]=1)[CH2:4][N:5]1[CH2:10][CH2:9][CH2:8]/[C:7](=[CH:11]\[C:12]2[CH:17]=[CH:16][C:15]([N:18]3[CH:22]=[C:21]([CH3:23])[N:20]=[CH:19]3)=[C:14]([O:24][CH3:25])[CH:13]=2)/[C:6]1=[O:26]. (6) Given the product [BrH:11].[Br:11][CH2:9][C:8]([C:3]1[CH:4]=[N:5][CH:6]=[CH:7][C:2]=1[CH3:1])=[O:10], predict the reactants needed to synthesize it. The reactants are: [CH3:1][C:2]1[CH:7]=[CH:6][N:5]=[CH:4][C:3]=1[C:8](=[O:10])[CH3:9].[BrH:11].BrBr. (7) Given the product [Cl:15][C:12]1[CH:13]=[CH:14][C:9]2[N:10]([C:6]([CH:25]([C:23]3[CH:22]=[CH:21][C:20]4[N:19]([CH:18]=[CH:17][N:16]=4)[CH:24]=3)[OH:26])=[CH:7][N:8]=2)[N:11]=1, predict the reactants needed to synthesize it. The reactants are: C([Mg]Br)C.Br[C:6]1[N:10]2[N:11]=[C:12]([Cl:15])[CH:13]=[CH:14][C:9]2=[N:8][CH:7]=1.[N:16]1[CH:17]=[CH:18][N:19]2[CH:24]=[C:23]([CH:25]=[O:26])[CH:22]=[CH:21][C:20]=12. (8) Given the product [CH2:1]([O:3][C:4](=[O:32])[CH:5]([C:10]1[CH:11]=[C:12]([C:22]2[CH:23]=[CH:24][C:25]([C:28]([F:29])([F:30])[F:31])=[CH:26][CH:27]=2)[CH:13]=[C:14]([CH:16]2[CH2:21][CH2:20][CH2:19][N:18]([CH:5]([C:40]3[CH:39]=[CH:41][CH:8]=[CH:7][CH:6]=3)[C:10]3[CH:11]=[CH:12][CH:13]=[CH:14][CH:15]=3)[CH2:17]2)[CH:15]=1)[CH2:6][CH:7]([CH3:9])[CH3:8])[CH3:2], predict the reactants needed to synthesize it. The reactants are: [CH2:1]([O:3][C:4](=[O:32])[CH:5]([C:10]1[CH:11]=[C:12]([C:22]2[CH:27]=[CH:26][C:25]([C:28]([F:31])([F:30])[F:29])=[CH:24][CH:23]=2)[CH:13]=[C:14]([CH:16]2[CH2:21][CH2:20][CH2:19][NH:18][CH2:17]2)[CH:15]=1)[CH2:6][CH:7]([CH3:9])[CH3:8])[CH3:2].C(N([CH:39]([CH3:41])[CH3:40])CC)(C)C.